This data is from Catalyst prediction with 721,799 reactions and 888 catalyst types from USPTO. The task is: Predict which catalyst facilitates the given reaction. (1) The catalyst class is: 3. Reactant: C([N:9]1[C:17]2[C:12](=[CH:13][C:14]([N+:18]([O-:20])=[O:19])=[CH:15][CH:16]=2)[C:11](=[C:21](OC)[C:22]2[CH:27]=[CH:26][CH:25]=[CH:24][CH:23]=2)[C:10]1=[O:30])(=O)C1C=CC=CC=1.[NH2:31][C:32]1[CH:39]=[CH:38][C:35]([C:36]#[N:37])=[CH:34][CH:33]=1.N. Product: [C:36]([C:35]1[CH:38]=[CH:39][C:32]([NH:31]/[C:21](=[C:11]2\[C:10](=[O:30])[NH:9][C:17]3[C:12]\2=[CH:13][C:14]([N+:18]([O-:20])=[O:19])=[CH:15][CH:16]=3)/[C:22]2[CH:27]=[CH:26][CH:25]=[CH:24][CH:23]=2)=[CH:33][CH:34]=1)#[N:37]. (2) Reactant: C(=O)([O-])[O-].[K+].[K+].[CH3:7][N:8]=[C:9]=[S:10].[Cl:11][C:12]1[C:13]([O:22][C:23]2[CH:27]=[C:26]([CH3:28])[NH:25][N:24]=2)=[N:14][CH:15]=[C:16]([C:18]([F:21])([F:20])[F:19])[CH:17]=1.Cl. Product: [CH3:7][NH:8][C:9]([N:25]1[C:26]([CH3:28])=[CH:27][C:23]([O:22][C:13]2[C:12]([Cl:11])=[CH:17][C:16]([C:18]([F:21])([F:20])[F:19])=[CH:15][N:14]=2)=[N:24]1)=[S:10]. The catalyst class is: 3. (3) The catalyst class is: 3. Reactant: [Cl:1][C:2]1[C:7]([C:8]2[CH:13]=[CH:12][CH:11]=[CH:10][CH:9]=2)=[C:6](Cl)[N:5]2[N:15]=[C:16]([C:18]3[CH:23]=[CH:22][CH:21]=[CH:20][N:19]=3)[N:17]=[C:4]2[N:3]=1.[CH:24]([NH2:27])([CH3:26])[CH3:25]. Product: [Cl:1][C:2]1[C:7]([C:8]2[CH:13]=[CH:12][CH:11]=[CH:10][CH:9]=2)=[C:6]([NH:27][CH:24]([CH3:26])[CH3:25])[N:5]2[N:15]=[C:16]([C:18]3[CH:23]=[CH:22][CH:21]=[CH:20][N:19]=3)[N:17]=[C:4]2[N:3]=1. (4) Reactant: Cl[C:2]1[C:3]2[C:4](=[CH:13][N:14](CC3C=CC(OC)=CC=3)[N:15]=2)[N:5]=[C:6]([C:8]2[S:9][CH:10]=[CH:11][CH:12]=2)[N:7]=1.[CH3:25][C:26]1([CH3:37])[S:31][C:30]2[CH:32]=[CH:33][C:34]([NH2:36])=[CH:35][C:29]=2[NH:28][CH2:27]1.Cl. Product: [CH3:25][C:26]1([CH3:37])[S:31][C:30]2[CH:32]=[CH:33][C:34]([NH:36][C:2]3[C:3]4[NH:15][N:14]=[CH:13][C:4]=4[N:5]=[C:6]([C:8]4[S:9][CH:10]=[CH:11][CH:12]=4)[N:7]=3)=[CH:35][C:29]=2[NH:28][CH2:27]1. The catalyst class is: 71. (5) Reactant: [OH-].[Na+].[C:3]([C:5]1[CH:6]=[C:7]([C:15]2[O:19][N:18]=[C:17]([C:20]3[CH:25]=[CH:24][N:23]=[C:22]([CH2:26][CH2:27][CH2:28][C:29]([O:31]CC)=[O:30])[CH:21]=3)[N:16]=2)[CH:8]=[CH:9][C:10]=1[O:11][CH:12]([CH3:14])[CH3:13])#[N:4].Cl. Product: [C:3]([C:5]1[CH:6]=[C:7]([C:15]2[O:19][N:18]=[C:17]([C:20]3[CH:25]=[CH:24][N:23]=[C:22]([CH2:26][CH2:27][CH2:28][C:29]([OH:31])=[O:30])[CH:21]=3)[N:16]=2)[CH:8]=[CH:9][C:10]=1[O:11][CH:12]([CH3:14])[CH3:13])#[N:4]. The catalyst class is: 378. (6) Reactant: [CH2:1](Br)[C:2]1[CH:7]=[CH:6][CH:5]=[CH:4][CH:3]=1.[OH-].[K+].[Br:11][C:12]1[CH:19]=[CH:18][CH:17]=[C:16]([OH:20])[C:13]=1[CH:14]=[O:15]. Product: [CH2:1]([O:20][C:16]1[CH:17]=[CH:18][CH:19]=[C:12]([Br:11])[C:13]=1[CH:14]=[O:15])[C:2]1[CH:7]=[CH:6][CH:5]=[CH:4][CH:3]=1. The catalyst class is: 1. (7) Reactant: [Br:1][C:2]1[S:6][C:5]([C:7]([OH:9])=O)=[CH:4][CH:3]=1.S(Cl)(Cl)=O.Cl.[NH2:15][C:16]([CH3:25])([CH3:24])[C:17]([O:19][C:20]([CH3:23])([CH3:22])[CH3:21])=[O:18].O. Product: [Br:1][C:2]1[S:6][C:5]([C:7]([NH:15][C:16]([CH3:25])([CH3:24])[C:17]([O:19][C:20]([CH3:23])([CH3:22])[CH3:21])=[O:18])=[O:9])=[CH:4][CH:3]=1. The catalyst class is: 4. (8) Reactant: Cl.[N+:2]([O-:19])([O:4][CH2:5][CH2:6][CH2:7][C:8]1[CH:13]=[CH:12][C:11]([CH:14]2OCC[O:15]2)=[CH:10][CH:9]=1)=[O:3]. Product: [N+:2]([O-:19])([O:4][CH2:5][CH2:6][CH2:7][C:8]1[CH:13]=[CH:12][C:11]([CH:14]=[O:15])=[CH:10][CH:9]=1)=[O:3]. The catalyst class is: 24. (9) Reactant: [F:1][C:2]1[CH:7]=[CH:6][C:5]([F:8])=[CH:4][C:3]=1[CH:9]=[CH:10][C:11]([OH:13])=O.[CH3:14][C:15]1[N:19]([CH3:20])[C:18]([C:21]2[CH:22]=[C:23]([CH:25]=[CH:26][CH:27]=2)[NH2:24])=[CH:17][N:16]=1. Product: [F:1][C:2]1[CH:7]=[CH:6][C:5]([F:8])=[CH:4][C:3]=1/[CH:9]=[CH:10]/[C:11]([NH:24][C:23]1[CH:25]=[CH:26][CH:27]=[C:21]([C:18]2[N:19]([CH3:20])[C:15]([CH3:14])=[N:16][CH:17]=2)[CH:22]=1)=[O:13]. The catalyst class is: 675. (10) Reactant: [CH3:1]I.[ClH:3].[Br:4][C:5]1[CH:6]=[C:7]2[C:15](=[CH:16][CH:17]=1)[NH:14][C:13]1[CH:12]([NH:18][CH2:19][CH2:20][C:21]3[CH:26]=[CH:25][CH:24]=[CH:23][CH:22]=3)[CH2:11][CH2:10][CH2:9][C:8]2=1.[H-].[Na+].Cl. Product: [ClH:3].[Br:4][C:5]1[CH:6]=[C:7]2[C:15](=[CH:16][CH:17]=1)[N:14]([CH3:1])[C:13]1[CH:12]([NH:18][CH2:19][CH2:20][C:21]3[CH:26]=[CH:25][CH:24]=[CH:23][CH:22]=3)[CH2:11][CH2:10][CH2:9][C:8]2=1. The catalyst class is: 1.